From a dataset of Forward reaction prediction with 1.9M reactions from USPTO patents (1976-2016). Predict the product of the given reaction. (1) Given the reactants [C:1]([C:3]1[CH:8]=[CH:7][CH:6]=[C:5]([F:9])[CH:4]=1)#[CH:2].I[C:11]1[CH:12]=[C:13]([CH:17]=[C:18]([O:22][CH3:23])[C:19]=1[O:20][CH3:21])[C:14]([OH:16])=[O:15], predict the reaction product. The product is: [F:9][C:5]1[CH:4]=[C:3]([C:1]#[C:2][C:11]2[CH:12]=[C:13]([CH:17]=[C:18]([O:22][CH3:23])[C:19]=2[O:20][CH3:21])[C:14]([OH:16])=[O:15])[CH:8]=[CH:7][CH:6]=1. (2) Given the reactants [NH2:1][C:2]1[CH:9]=[C:8]([O:10][CH3:11])[C:7]([O:12][CH3:13])=[CH:6][C:3]=1[C:4]#[N:5].C(=O)(O)[O-].[Na+].Br[CH2:20][C:21]([O:23][CH2:24][CH3:25])=[O:22], predict the reaction product. The product is: [CH2:24]([O:23][C:21](=[O:22])[CH2:20][NH:1][C:2]1[CH:9]=[C:8]([O:10][CH3:11])[C:7]([O:12][CH3:13])=[CH:6][C:3]=1[C:4]#[N:5])[CH3:25].